Predict the reaction yield, written as a fraction of the theoretical maximum amount of product (1.0 means a 100% yield; for example, 0.34 means a 34% yield). From a dataset of Reaction yield outcomes from USPTO patents with 853,638 reactions. (1) The reactants are NC[C:3]1[CH:11]=[CH:10][C:6]([C:7]([OH:9])=[O:8])=[CH:5][C:4]=1[N+:12]([O-:14])=[O:13].ClC(OCC1C2C=CC=CC=2C2C1=CC=CC=2)=O. The catalyst is C([O-])([O-])=O.[Na+].[Na+].O1CCOCC1. The yield is 0.920. The product is [N+:12]([C:4]1[CH:5]=[C:6]([CH:10]=[CH:11][CH:3]=1)[C:7]([OH:9])=[O:8])([O-:14])=[O:13]. (2) The reactants are [C:1]([NH:5][C:6]([C:8]1[C:16]2[C:11](=[N:12][CH:13]=[C:14]([C:17]3[C:25]4[C:20](=[CH:21][C:22]([F:26])=[CH:23][CH:24]=4)[N:19]([CH2:27][CH:28]4[CH2:31][N:30](C(OC(C)(C)C)=O)[CH2:29]4)[N:18]=3)[N:15]=2)[N:10](COCC[Si](C)(C)C)[CH:9]=1)=[O:7])([CH3:4])([CH3:3])[CH3:2].[F:47][C:48]([F:53])([F:52])[C:49]([OH:51])=[O:50]. The catalyst is ClCCl. The product is [F:47][C:48]([F:53])([F:52])[C:49]([OH:51])=[O:50].[C:1]([NH:5][C:6]([C:8]1[C:16]2[C:11](=[N:12][CH:13]=[C:14]([C:17]3[C:25]4[C:20](=[CH:21][C:22]([F:26])=[CH:23][CH:24]=4)[N:19]([CH2:27][CH:28]4[CH2:29][NH:30][CH2:31]4)[N:18]=3)[N:15]=2)[NH:10][CH:9]=1)=[O:7])([CH3:4])([CH3:2])[CH3:3]. The yield is 0.170. (3) The reactants are C(N([P:8]([N:12]([CH:16]([CH3:18])[CH3:17])[CH:13]([CH3:15])[CH3:14])(Cl)([O-:10])[O-:9])C(C)C)(C)C.[O:19]([CH2:26][C:27]([NH:29][C:30]1[C:31]2[N:32]=[CH:33][N:34]([C:66]=2[N:67]=[CH:68][N:69]=1)[C@@H:35]1[O:65][C@H:39]([CH2:40][O:41][C:42]([C:59]2[CH:64]=[CH:63][CH:62]=[CH:61][CH:60]=2)([C:51]2[CH:56]=[CH:55][C:54]([O:57][CH3:58])=[CH:53][CH:52]=2)[C:43]2[CH:48]=[CH:47][C:46]([O:49][CH3:50])=[CH:45][CH:44]=2)[C@@H:37]([OH:38])[CH2:36]1)=[O:28])[C:20]1[CH:25]=[CH:24][CH:23]=[CH:22][CH:21]=1.C(N(C(C)C)C(C)C)C.[C:79]([O:82][C@@H:83]1[C@@H:95]([O:96][C:97](=[O:99])[CH3:98])[C@H:94]([O:100][C:101](=[O:103])[CH3:102])[C@@H:93]([CH2:104][O:105][C:106](=[O:108])[CH3:107])[O:92][C@H:84]1[O:85][CH2:86][CH2:87][O:88][CH2:89][CH2:90]O)(=[O:81])[CH3:80].N1C=NN=N1. The catalyst is ClCCl. The product is [O:19]([CH2:26][C:27]([NH:29][C:30]1[C:31]2[N:32]=[CH:33][N:34]([C:66]=2[N:67]=[CH:68][N:69]=1)[C@@H:35]1[O:65][C@H:39]([CH2:40][O:41][C:42]([C:59]2[CH:60]=[CH:61][CH:62]=[CH:63][CH:64]=2)([C:51]2[CH:56]=[CH:55][C:54]([O:57][CH3:58])=[CH:53][CH:52]=2)[C:43]2[CH:48]=[CH:47][C:46]([O:49][CH3:50])=[CH:45][CH:44]=2)[C@@H:37]([O:38][P:8]([N:12]([CH:13]([CH3:14])[CH3:15])[CH:16]([CH3:17])[CH3:18])([O:9][CH2:90][CH2:89][O:88][CH2:87][CH2:86][O:85][C@@H:84]2[O:92][C@H:93]([CH2:104][O:105][C:106](=[O:108])[CH3:107])[C@@H:94]([O:100][C:101](=[O:103])[CH3:102])[C@H:95]([O:96][C:97](=[O:99])[CH3:98])[C@H:83]2[O:82][C:79](=[O:81])[CH3:80])=[O:10])[CH2:36]1)=[O:28])[C:20]1[CH:21]=[CH:22][CH:23]=[CH:24][CH:25]=1. The yield is 0.635. (4) The reactants are Cl[C:2]1[N:6]([C:7]2[CH:12]=[CH:11][C:10]([S:13]([CH3:16])(=[O:15])=[O:14])=[CH:9][N:8]=2)[N:5]=[C:4]([C:17]([F:20])([F:19])[F:18])[C:3]=1[C:21]#[N:22].[CH2:23]=[C:24]1[CH2:29][CH2:28][CH:27]([CH2:30][OH:31])[CH2:26][CH2:25]1.[F-].[K+].O. The catalyst is CS(C)=O. The product is [CH3:16][S:13]([C:10]1[CH:11]=[CH:12][C:7]([N:6]2[C:2]([O:31][CH2:30][CH:27]3[CH2:28][CH2:29][C:24](=[CH2:23])[CH2:25][CH2:26]3)=[C:3]([C:21]#[N:22])[C:4]([C:17]([F:20])([F:19])[F:18])=[N:5]2)=[N:8][CH:9]=1)(=[O:15])=[O:14]. The yield is 0.680. (5) The reactants are [Br:1][C:2]1[N:7]=[C:6]([NH2:8])[CH:5]=[CH:4][C:3]=1[N+:9]([O-:11])=[O:10].CCN(CC)CC.Cl[C:20]([O:22][CH3:23])=[O:21]. The catalyst is CN(C1C=CN=CC=1)C.C(Cl)Cl.O. The product is [Br:1][C:2]1[N:7]=[C:6]([NH:8][C:20](=[O:21])[O:22][CH3:23])[CH:5]=[CH:4][C:3]=1[N+:9]([O-:11])=[O:10]. The yield is 0.820. (6) The reactants are [CH2:1]([C:4]1[CH:9]=[CH:8][CH:7]=[C:6]([CH:10]2[CH2:14][CH2:13][CH2:12][CH2:11]2)[C:5]=1[OH:15])[CH:2]=[CH2:3].ClC1C=C(C=CC=1)C(OO)=[O:21].C(=O)([O-])[O-].[K+].[K+]. No catalyst specified. The product is [CH:10]1([C:6]2[C:5]3[O:15][CH:2]([CH2:3][OH:21])[CH2:1][C:4]=3[CH:9]=[CH:8][CH:7]=2)[CH2:14][CH2:13][CH2:12][CH2:11]1. The yield is 0.540. (7) The reactants are [CH:1]([CH:14]1[C:19](=[O:20])[CH:18]2[CH2:21][CH2:22][N:15]1[CH2:16][CH2:17]2)([C:8]1[CH:13]=[CH:12][CH:11]=[CH:10][CH:9]=1)[C:2]1[CH:7]=[CH:6][CH:5]=[CH:4][CH:3]=1.CC(C)([O-])C.[K+].[H][H]. The catalyst is CC(O)C. The product is [CH:1]([C@H:14]1[C@@H:19]([OH:20])[CH:18]2[CH2:17][CH2:16][N:15]1[CH2:22][CH2:21]2)([C:2]1[CH:7]=[CH:6][CH:5]=[CH:4][CH:3]=1)[C:8]1[CH:13]=[CH:12][CH:11]=[CH:10][CH:9]=1. The yield is 0.960.